Task: Regression/Classification. Given a drug SMILES string, predict its absorption, distribution, metabolism, or excretion properties. Task type varies by dataset: regression for continuous measurements (e.g., permeability, clearance, half-life) or binary classification for categorical outcomes (e.g., BBB penetration, CYP inhibition). Dataset: cyp3a4_veith.. Dataset: CYP3A4 inhibition data for predicting drug metabolism from PubChem BioAssay (1) The drug is CN1CCN(CC/C=C2\c3ccccc3Sc3ccc(S(=O)(=O)N(C)C)cc32)CC1. The result is 1 (inhibitor). (2) The molecule is CON(c1nc(N(C)C)nc(N(C)C)n1)S(=O)(=O)c1ccccc1Cl. The result is 1 (inhibitor).